Dataset: Cav3 T-type calcium channel HTS with 100,875 compounds. Task: Binary Classification. Given a drug SMILES string, predict its activity (active/inactive) in a high-throughput screening assay against a specified biological target. (1) The compound is O=c1nc(Nc2ccc(N3CCCCC3)cc2)[nH]c(CCC)c1. The result is 0 (inactive). (2) The compound is s1\c(c(=O)n2ncnc12)=C/c1sccc1C. The result is 0 (inactive). (3) The molecule is s1c2cc(n(c2cc1)CC(=O)c1ccccc1)C(=O)N1CCN(C2CCCC2)CC1. The result is 0 (inactive). (4) The molecule is S(CC(=O)N(CCCC)C)c1nc(NCc2ccc(OC)cc2)c2c(n1)cccc2. The result is 0 (inactive). (5) The molecule is s1c2ncn(CC(=O)NCCCC(=O)N3CCN(CC3)CCC)c(=O)c2c(c1C)C. The result is 0 (inactive). (6) The molecule is S1(=O)(=O)CC(N(C2CCCCC2)C(=O)CN2CCN(CC2)C(=O)c2occc2)CC1. The result is 0 (inactive). (7) The molecule is O1c2c(OC1)ccc(c1onc(C(=O)NCCc3cc(OC)c(OC)cc3)c1)c2. The result is 0 (inactive). (8) The drug is s1c(NC(=O)Cc2c3c([nH]c2)cccc3)nc(c1)C. The result is 1 (active).